From a dataset of Full USPTO retrosynthesis dataset with 1.9M reactions from patents (1976-2016). Predict the reactants needed to synthesize the given product. Given the product [N+:8]([C:5]1[CH:6]=[CH:7][C:2]([C:29]2[CH2:34][CH2:33][N:32]([C:35]([O:37][C:38]([CH3:41])([CH3:40])[CH3:39])=[O:36])[CH2:31][CH:30]=2)=[C:3]([C:11]([F:14])([F:13])[F:12])[CH:4]=1)([O-:10])=[O:9], predict the reactants needed to synthesize it. The reactants are: Br[C:2]1[CH:7]=[CH:6][C:5]([N+:8]([O-:10])=[O:9])=[CH:4][C:3]=1[C:11]([F:14])([F:13])[F:12].O1CCOCC1.CC1(C)C(C)(C)OB([C:29]2[CH2:34][CH2:33][N:32]([C:35]([O:37][C:38]([CH3:41])([CH3:40])[CH3:39])=[O:36])[CH2:31][CH:30]=2)O1.C(=O)(O)[O-].[Na+].